Predict the product of the given reaction. From a dataset of Forward reaction prediction with 1.9M reactions from USPTO patents (1976-2016). (1) Given the reactants [F:1][C:2]1([F:28])[CH2:7][C@H:6]([C:8]([O:10]CC)=[O:9])[C@H:5]([NH:13][C:14]([C:16]2[CH:21]=[CH:20][C:19]([N:22]3[CH:26]=[CH:25][C:24]([CH3:27])=[N:23]3)=[CH:18][CH:17]=2)=[O:15])[CH2:4][CH2:3]1.[OH-].[Na+], predict the reaction product. The product is: [F:28][C:2]1([F:1])[CH2:7][C@H:6]([C:8]([OH:10])=[O:9])[C@H:5]([NH:13][C:14]([C:16]2[CH:21]=[CH:20][C:19]([N:22]3[CH:26]=[CH:25][C:24]([CH3:27])=[N:23]3)=[CH:18][CH:17]=2)=[O:15])[CH2:4][CH2:3]1. (2) Given the reactants C([O-])(C)(C)C.[K+].[OH:7][NH:8][C:9](=O)[CH3:10].[C:12]12([CH2:22][O:23][C:24]3[C:31]([CH:32]4[CH2:34][CH2:33]4)=[CH:30]C(C#N)=[C:26](F)[CH:25]=3)[CH2:21][CH:16]3[CH2:17][CH:18]([CH2:20][CH:14]([CH2:15]3)[CH2:13]1)[CH2:19]2.O.C[N:38](C=O)C, predict the reaction product. The product is: [C:12]12([CH2:22][O:23][C:24]3[C:31]([CH:32]4[CH2:34][CH2:33]4)=[CH:30][C:10]4[C:9]([NH2:38])=[N:8][O:7][C:26]=4[CH:25]=3)[CH2:21][CH:16]3[CH2:15][CH:14]([CH2:20][CH:18]([CH2:17]3)[CH2:19]1)[CH2:13]2.